From a dataset of Full USPTO retrosynthesis dataset with 1.9M reactions from patents (1976-2016). Predict the reactants needed to synthesize the given product. Given the product [CH2:35]([S:37]([NH:1][C:2]1[CH:16]=[CH:15][C:5]([O:6][C:7]2[CH:8]=[CH:9][C:10]([C:11]([NH2:12])=[O:41])=[CH:13][CH:14]=2)=[C:4]([C:17]2[C:18]3[CH:27]=[CH:26][NH:25][C:19]=3[C:20](=[O:24])[N:21]([CH3:23])[CH:22]=2)[CH:3]=1)(=[O:39])=[O:38])[CH3:36], predict the reactants needed to synthesize it. The reactants are: [NH2:1][C:2]1[CH:16]=[CH:15][C:5]([O:6][C:7]2[CH:14]=[CH:13][C:10]([C:11]#[N:12])=[CH:9][CH:8]=2)=[C:4]([C:17]2[C:18]3[CH:27]=[CH:26][NH:25][C:19]=3[C:20](=[O:24])[N:21]([CH3:23])[CH:22]=2)[CH:3]=1.C(N(CC)CC)C.[CH2:35]([S:37](Cl)(=[O:39])=[O:38])[CH3:36].[OH-:41].[Na+].[Cl-].[NH4+].